From a dataset of Catalyst prediction with 721,799 reactions and 888 catalyst types from USPTO. Predict which catalyst facilitates the given reaction. (1) Reactant: [Cl:1][C:2]1[C:7]([CH3:8])=[C:6](Cl)[N:5]=[CH:4][N:3]=1.[C:10]12(PCCCC)[CH2:19]C3CC(CC(C3)[CH2:11]1)C2.C(=O)([O-])[O-].[Cs+].[Cs+]. Product: [Cl:1][C:2]1[C:7]([CH3:8])=[C:6]([CH:19]2[CH2:10][CH2:11]2)[N:5]=[CH:4][N:3]=1. The catalyst class is: 164. (2) Reactant: [N+:1]([C:4]1[C:12]2[S:11][C:10]([NH:13][CH:14]([C:16]3[CH:21]=[CH:20][CH:19]=[CH:18][CH:17]=3)[CH3:15])=[N:9][C:8]=2[CH:7]=[CH:6][CH:5]=1)([O-])=O.C(=O)(O)[O-].[Na+]. Product: [C:16]1([CH:14]([NH:13][C:10]2[S:11][C:12]3[C:4]([NH2:1])=[CH:5][CH:6]=[CH:7][C:8]=3[N:9]=2)[CH3:15])[CH:17]=[CH:18][CH:19]=[CH:20][CH:21]=1. The catalyst class is: 3. (3) Reactant: [CH2:1]([O:8][C:9]1[C:18](=[O:19])[N:17]2[C:12]([CH2:13][O:14][CH2:15][CH2:16]2)=[N:11][C:10]=1[C:20]([O:22]CC)=[O:21])[C:2]1[CH:7]=[CH:6][CH:5]=[CH:4][CH:3]=1.[OH-].[Na+].Cl.C(OCC)(=O)C. Product: [CH2:1]([O:8][C:9]1[C:18](=[O:19])[N:17]2[C:12]([CH2:13][O:14][CH2:15][CH2:16]2)=[N:11][C:10]=1[C:20]([OH:22])=[O:21])[C:2]1[CH:3]=[CH:4][CH:5]=[CH:6][CH:7]=1. The catalyst class is: 8. (4) The catalyst class is: 135. Reactant: N#N.[NH:3]1[C:7]2[CH:8]=[CH:9][CH:10]=[CH:11][C:6]=2[N:5]=[C:4]1[CH:12]([NH:24]C(=O)OC(C)(C)C)[CH2:13][C:14]1[C:19]([F:20])=[CH:18][C:17]([O:21][CH3:22])=[CH:16][C:15]=1[F:23].Cl. Product: [NH:3]1[C:7]2[CH:8]=[CH:9][CH:10]=[CH:11][C:6]=2[N:5]=[C:4]1[CH:12]([NH2:24])[CH2:13][C:14]1[C:15]([F:23])=[CH:16][C:17]([O:21][CH3:22])=[CH:18][C:19]=1[F:20].